From a dataset of Drug-target binding data from BindingDB using IC50 measurements. Regression. Given a target protein amino acid sequence and a drug SMILES string, predict the binding affinity score between them. We predict pIC50 (pIC50 = -log10(IC50 in M); higher means more potent). Dataset: bindingdb_ic50. (1) The drug is CCCCCCC(NC(=O)c1ccco1)C(C)(C)C(=O)N[C@@H](Cc1ccccc1)C(=O)OCC. The target protein (P00767) has sequence CGVPAIQPVLSGLARIVNGEDAVPGSWPWQVSLQDSTGFHFCGGSLISEDWVVTAAHCGVTTSDVVVAGEFDQGLETEDTQVLKIGKVFKNPKFSILTVRNDITLLKLATPAQFSETVSAVCLPSADEDFPAGMLCATTGWGKTKYNALKTPDKLQQATLPIVSNTDCRKYWGSRVTDVMICAGASGVSSCMGDSGGPLVCQKNGAWTLAGIVSWGSSTCSTSTPAVYARVTALMPWVQETLAAN. The pIC50 is 4.9. (2) The compound is C/C=C/Cn1cc(-c2ccc(C(=O)N(C)C)c(Cl)c2)c2cc[nH]c2c1=O. The target protein sequence is MREEKKTKDLFELDDDFTAMYKVLDVVKAHKDSWPFLEPVDESYAPNYYQIIKAPMDISSMEKKLNGGLYCTKEEFVNDMKTMFRNCRKYNGESSEYTKMSDNLERCFHRAMMKH. The pIC50 is 5.7. (3) The small molecule is O=C(O)c1ccc(O)c(OCc2ccccc2)c1. The target protein (P00438) has sequence MKTQVAIIGAGPSGLLLGQLLHKAGIDNVILERQTPDYVLGRIRAGVLEQGMVDLLREAGVDRRMARDGLVHEGVEIAFAGQRRRIDLKRLSGGKTVTVYGQTEVTRDLMEAREACGATTVYQAAEVRLHDLQGERPYVTFERDGERLRLDCDYIAGCDGFHGISRQSIPAERLKVFERVYPFGWLGLLADTPPVSHELIYANHPRGFALCSQRSATRSRYYVQVPLTEKVEDWSDERFWTELKARLPAEVAEKLVTGPSLEKSIAPLRSFVVEPMQHGRLFLAGDAAHIVPPTGAKGLNLAASDVSTLYRLLLKAYREGRGELLERYSAICLRRIWKAERFSWWMTSVLHRFPDTDAFSQRIQQTELEYYLGSEAGLATIAENYVGLPYEEIE. The pIC50 is 4.0.